From a dataset of Full USPTO retrosynthesis dataset with 1.9M reactions from patents (1976-2016). Predict the reactants needed to synthesize the given product. (1) The reactants are: Cl.[Cl:2][C:3]1[CH:8]=[C:7]([C:9]2[CH:14]=[CH:13][CH:12]=[C:11]([Cl:15])[CH:10]=2)[N:6]=[C:5]2[CH2:16][CH2:17][CH2:18][C:4]=12.[NH2:19][C:20]1[CH:33]=[CH:32][C:23]([CH2:24][CH:25]([C:29]([NH2:31])=[O:30])[C:26]([NH2:28])=[O:27])=[CH:22][CH:21]=1.C(=O)(O)[O-].[Na+]. Given the product [ClH:2].[Cl:15][C:11]1[CH:10]=[C:9]([C:7]2[N:6]=[C:5]3[CH2:16][CH2:17][CH2:18][C:4]3=[C:3]([NH:19][C:20]3[CH:21]=[CH:22][C:23]([CH2:24][CH:25]([C:26]([NH2:28])=[O:27])[C:29]([NH2:31])=[O:30])=[CH:32][CH:33]=3)[CH:8]=2)[CH:14]=[CH:13][CH:12]=1, predict the reactants needed to synthesize it. (2) Given the product [C:24]1([C:27]2[CH:28]=[CH:29][CH:30]=[CH:31][CH:32]=2)[CH:23]=[CH:22][C:21]([CH2:20][CH2:5][C:3](=[O:4])[CH2:2][C:1]([O:7][C:8]([CH3:11])([CH3:10])[CH3:9])=[O:6])=[CH:26][CH:25]=1, predict the reactants needed to synthesize it. The reactants are: [C:1]([O:7][C:8]([CH3:11])([CH3:10])[CH3:9])(=[O:6])[CH2:2][C:3]([CH3:5])=[O:4].[H-].[Na+].C([Li])CCC.Br[CH2:20][C:21]1[CH:26]=[CH:25][C:24]([C:27]2[CH:32]=[CH:31][CH:30]=[CH:29][CH:28]=2)=[CH:23][CH:22]=1.Cl. (3) Given the product [Cl:1][C:2]1[S:31][C:5]2[NH:6][C:7]([C:9]([NH:11][C@@H:12]3[CH2:20][C:19]4[C:14](=[CH:15][CH:16]=[CH:17][CH:18]=4)[C@H:13]3[CH2:21][O:22][CH2:23][C:24]([OH:26])=[O:25])=[O:10])=[CH:8][C:4]=2[CH:3]=1, predict the reactants needed to synthesize it. The reactants are: [Cl:1][C:2]1[S:31][C:5]2[NH:6][C:7]([C:9]([NH:11][C@@H:12]3[CH2:20][C:19]4[C:14](=[CH:15][CH:16]=[CH:17][CH:18]=4)[C@H:13]3[CH2:21][O:22][CH2:23][C:24]([O:26]C(C)(C)C)=[O:25])=[O:10])=[CH:8][C:4]=2[CH:3]=1.FC(F)(F)C(O)=O.